From a dataset of Full USPTO retrosynthesis dataset with 1.9M reactions from patents (1976-2016). Predict the reactants needed to synthesize the given product. Given the product [CH3:26][C:24]([O:27][C:28]([N:30]1[CH2:31][CH:32]=[C:33]([C:3]2[CH:8]=[CH:7][C:6]([N:9]3[CH2:13][C@H:12]([CH2:14][NH:15][C:16](=[O:18])[CH3:17])[O:11][C:10]3=[O:19])=[CH:5][C:4]=2[F:20])[CH2:34][CH2:35]1)=[O:29])([CH3:23])[CH3:25], predict the reactants needed to synthesize it. The reactants are: C[Sn](C)(C)[C:3]1[CH:8]=[CH:7][C:6]([N:9]2[CH2:13][C@H:12]([CH2:14][NH:15][C:16](=[O:18])[CH3:17])[O:11][C:10]2=[O:19])=[CH:5][C:4]=1[F:20].[CH3:23][C:24]([O:27][C:28]([N:30]1[CH2:35][CH:34]=[C:33](OS(C(F)(F)F)(=O)=O)[CH2:32][CH2:31]1)=[O:29])([CH3:26])[CH3:25].C1([As](C2C=CC=CC=2)C2C=CC=CC=2)C=CC=CC=1.